From a dataset of Forward reaction prediction with 1.9M reactions from USPTO patents (1976-2016). Predict the product of the given reaction. Given the reactants [N:1]12[CH2:8][CH2:7][C:4]([C:9]([C:18]3[CH:23]=[CH:22][CH:21]=[CH:20][CH:19]=3)([C:12]3[CH:17]=[CH:16][CH:15]=[CH:14][CH:13]=3)[C:10]#[N:11])([CH2:5][CH2:6]1)[CH2:3][CH2:2]2.[Br:24][CH2:25][CH2:26][CH2:27][CH:28]=[CH2:29], predict the reaction product. The product is: [Br-:24].[C:10]([C:9]([C:18]1[CH:19]=[CH:20][CH:21]=[CH:22][CH:23]=1)([C:12]1[CH:13]=[CH:14][CH:15]=[CH:16][CH:17]=1)[C:4]12[CH2:5][CH2:6][N+:1]([CH2:29][CH2:28][CH2:27][CH:26]=[CH2:25])([CH2:2][CH2:3]1)[CH2:8][CH2:7]2)#[N:11].